Dataset: NCI-60 drug combinations with 297,098 pairs across 59 cell lines. Task: Regression. Given two drug SMILES strings and cell line genomic features, predict the synergy score measuring deviation from expected non-interaction effect. (1) Drug 1: C(=O)(N)NO. Drug 2: C1=NC2=C(N=C(N=C2N1C3C(C(C(O3)CO)O)F)Cl)N. Cell line: SNB-19. Synergy scores: CSS=35.3, Synergy_ZIP=-5.88, Synergy_Bliss=3.63, Synergy_Loewe=-34.4, Synergy_HSA=5.36. (2) Drug 1: C1=CC(=C2C(=C1NCCNCCO)C(=O)C3=C(C=CC(=C3C2=O)O)O)NCCNCCO. Drug 2: CC1C(C(=O)NC(C(=O)N2CCCC2C(=O)N(CC(=O)N(C(C(=O)O1)C(C)C)C)C)C(C)C)NC(=O)C3=C4C(=C(C=C3)C)OC5=C(C(=O)C(=C(C5=N4)C(=O)NC6C(OC(=O)C(N(C(=O)CN(C(=O)C7CCCN7C(=O)C(NC6=O)C(C)C)C)C)C(C)C)C)N)C. Cell line: A498. Synergy scores: CSS=37.7, Synergy_ZIP=3.08, Synergy_Bliss=3.39, Synergy_Loewe=1.32, Synergy_HSA=2.79. (3) Drug 1: CCC1(C2=C(COC1=O)C(=O)N3CC4=CC5=C(C=CC(=C5CN(C)C)O)N=C4C3=C2)O.Cl. Drug 2: C1C(C(OC1N2C=NC(=NC2=O)N)CO)O. Cell line: HOP-92. Synergy scores: CSS=15.5, Synergy_ZIP=-7.50, Synergy_Bliss=1.89, Synergy_Loewe=-9.37, Synergy_HSA=2.71. (4) Drug 1: CS(=O)(=O)C1=CC(=C(C=C1)C(=O)NC2=CC(=C(C=C2)Cl)C3=CC=CC=N3)Cl. Drug 2: CC=C1C(=O)NC(C(=O)OC2CC(=O)NC(C(=O)NC(CSSCCC=C2)C(=O)N1)C(C)C)C(C)C. Cell line: OVCAR3. Synergy scores: CSS=24.3, Synergy_ZIP=-1.77, Synergy_Bliss=-6.29, Synergy_Loewe=-15.9, Synergy_HSA=-6.64. (5) Drug 1: C1CC(=O)NC(=O)C1N2CC3=C(C2=O)C=CC=C3N. Drug 2: CN1C(=O)N2C=NC(=C2N=N1)C(=O)N. Cell line: SNB-19. Synergy scores: CSS=3.85, Synergy_ZIP=4.71, Synergy_Bliss=4.61, Synergy_Loewe=4.00, Synergy_HSA=2.72. (6) Drug 1: CC12CCC3C(C1CCC2=O)CC(=C)C4=CC(=O)C=CC34C. Drug 2: CCC(=C(C1=CC=CC=C1)C2=CC=C(C=C2)OCCN(C)C)C3=CC=CC=C3.C(C(=O)O)C(CC(=O)O)(C(=O)O)O. Cell line: BT-549. Synergy scores: CSS=55.2, Synergy_ZIP=2.88, Synergy_Bliss=0.511, Synergy_Loewe=0.838, Synergy_HSA=0.331.